Dataset: Catalyst prediction with 721,799 reactions and 888 catalyst types from USPTO. Task: Predict which catalyst facilitates the given reaction. (1) Reactant: Br[C:2]1[CH:3]=[C:4]2[N:10]=[N:9][N:8]([CH:11]([CH3:13])[CH3:12])[C:5]2=[N:6][CH:7]=1.[CH3:14][C:15]1([CH3:31])[C:19]([CH3:21])([CH3:20])[O:18][B:17]([B:17]2[O:18][C:19]([CH3:21])([CH3:20])[C:15]([CH3:31])([CH3:14])[O:16]2)[O:16]1.C([O-])(=O)C.[K+]. Product: [CH:11]([N:8]1[C:5]2=[N:6][CH:7]=[C:2]([B:17]3[O:18][C:19]([CH3:21])([CH3:20])[C:15]([CH3:31])([CH3:14])[O:16]3)[CH:3]=[C:4]2[N:10]=[N:9]1)([CH3:13])[CH3:12]. The catalyst class is: 294. (2) Reactant: C([N:4]1[C:8]2[N:9]=[CH:10][CH:11]=C(C#N)[C:7]=2[CH:6]=[CH:5]1)(=O)C.[OH-:15].[Na+].[CH2:17]([OH:19])[CH3:18].Cl. Product: [NH:4]1[C:8]2[N:9]=[CH:10][CH:11]=[C:18]([C:17]([OH:15])=[O:19])[C:7]=2[CH:6]=[CH:5]1. The catalyst class is: 6. (3) Reactant: [Na].[Cl:2][C:3]1[CH:8]=[CH:7][CH:6]=[C:5]([Cl:9])[C:4]=1[NH:10][C:11]1[CH:16]=[CH:15][CH:14]=[CH:13][C:12]=1[CH2:17][C:18]([O-:20])=O.Cl. Product: [Cl:2][C:3]1[CH:8]=[CH:7][CH:6]=[C:5]([Cl:9])[C:4]=1[N:10]1[C:11]2[C:12](=[CH:13][CH:14]=[CH:15][CH:16]=2)[CH2:17][C:18]1=[O:20]. The catalyst class is: 6. (4) Reactant: CO[CH:3]=[C:4]1[C:13]2[C:8](=[CH:9][CH:10]=[CH:11][CH:12]=2)[C:7](=O)[NH:6][C:5]1=O.[CH3:16][N:17]1[CH2:22][CH2:21][N:20]([C:23]2[CH:28]=[CH:27][C:26]([NH2:29])=[CH:25][CH:24]=2)[CH2:19][CH2:18]1. Product: [CH3:16][N:17]1[CH2:18][CH2:19][N:20]([C:23]2[CH:28]=[CH:27][C:26]([NH:29]/[CH:3]=[C:4]3\[CH2:5][N:6]=[CH:7][C:8]4[C:13]\3=[CH:12][CH:11]=[CH:10][CH:9]=4)=[CH:25][CH:24]=2)[CH2:21][CH2:22]1. The catalyst class is: 9. (5) Reactant: C(O[C:6](=[O:17])[NH:7][CH:8]1[CH2:15][CH:14]2[NH:16][CH:10]([CH2:11][O:12][CH2:13]2)[CH2:9]1)(C)(C)C.[CH3:18][O:19][C:20]([C:22]1[C@H:23]([C:35]2[CH:40]=[CH:39][C:38]([F:41])=[CH:37][C:36]=2[Cl:42])[N:24]=[C:25]([C:30]2[S:31][CH:32]=[CH:33][N:34]=2)[NH:26][C:27]=1[CH2:28]Br)=[O:21].[CH3:43]CN(C(C)C)C(C)C.FC(F)(F)C(O)=O. Product: [CH3:18][O:19][C:20]([C:22]1[C@H:23]([C:35]2[CH:40]=[CH:39][C:38]([F:41])=[CH:37][C:36]=2[Cl:42])[N:24]=[C:25]([C:30]2[S:31][CH:32]=[CH:33][N:34]=2)[NH:26][C:27]=1[CH2:28][N:16]1[CH:14]2[CH2:15][CH:8]([NH:7][C:6](=[O:17])[CH3:43])[CH2:9][CH:10]1[CH2:11][O:12][CH2:13]2)=[O:21]. The catalyst class is: 91. (6) Reactant: [OH:1][N:2]=[C:3]([NH2:11])[C:4]1[CH:9]=[CH:8][CH:7]=[CH:6][C:5]=1[CH3:10].[C:12](O)(=O)[CH2:13][CH2:14][C:15]#[CH:16].C1C=CC2N(O)N=NC=2C=1.CCN=C=NCCCN(C)C.Cl. Product: [CH2:15]([C:16]1[O:1][N:2]=[C:3]([C:4]2[CH:9]=[CH:8][CH:7]=[CH:6][C:5]=2[CH3:10])[N:11]=1)[CH2:14][C:13]#[CH:12]. The catalyst class is: 12. (7) Reactant: [OH-].[Na+].O.C(OC([N:9]1[CH2:14][CH2:13][CH:12]([C:15]2[CH:20]=[CH:19][C:18]([O:21][CH2:22][C:23]3[CH:28]=[CH:27][CH:26]=[CH:25][CH:24]=3)=[CH:17][C:16]=2[O:29][CH2:30][C:31]2[CH:36]=[CH:35][CH:34]=[CH:33][CH:32]=2)[CH2:11][CH2:10]1)=O)C. The catalyst class is: 8. Product: [CH2:30]([O:29][C:16]1[CH:17]=[C:18]([O:21][CH2:22][C:23]2[CH:24]=[CH:25][CH:26]=[CH:27][CH:28]=2)[CH:19]=[CH:20][C:15]=1[CH:12]1[CH2:13][CH2:14][NH:9][CH2:10][CH2:11]1)[C:31]1[CH:32]=[CH:33][CH:34]=[CH:35][CH:36]=1.